From a dataset of Full USPTO retrosynthesis dataset with 1.9M reactions from patents (1976-2016). Predict the reactants needed to synthesize the given product. (1) The reactants are: [NH3:1].[Cl:2][C:3]1[N:4]=[N:5][C:6](Cl)=[CH:7][C:8]=1[CH3:9]. Given the product [Cl:2][C:3]1[N:4]=[N:5][C:6]([NH2:1])=[CH:7][C:8]=1[CH3:9], predict the reactants needed to synthesize it. (2) The reactants are: N(OC(C)(C)C)=O.[CH2:8]([O:10][C:11]([C:13]1[NH:14][C:15]2[C:20]([CH:21]=1)=[C:19]([O:22][C:23]1[CH:28]=[C:27]([F:29])[CH:26]=[C:25]([F:30])[C:24]=1N)[CH:18]=[CH:17][CH:16]=2)=[O:12])[CH3:9]. Given the product [CH2:8]([O:10][C:11]([C:13]1[NH:14][C:15]2[C:20]([CH:21]=1)=[C:19]([O:22][C:23]1[CH:28]=[C:27]([F:29])[CH:26]=[C:25]([F:30])[CH:24]=1)[CH:18]=[CH:17][CH:16]=2)=[O:12])[CH3:9], predict the reactants needed to synthesize it. (3) Given the product [Cl:1][C:2]1[N:11]=[CH:10][C:9]2[NH:8][CH2:7][C@@H:6]3[CH2:12][O:13][CH2:14][CH2:15][N:5]3[C:4]=2[N:3]=1, predict the reactants needed to synthesize it. The reactants are: [Cl:1][C:2]1[N:11]=[CH:10][C:9]2[NH:8][CH2:7][CH:6]3[CH2:12][O:13][CH2:14][CH2:15][N:5]3[C:4]=2[N:3]=1.N1CCOC[C@H]1C(O)=O. (4) Given the product [CH:22]1[C:23]2[N:24]([C:2]3[CH:3]=[C:4]([CH:9]=[C:10]([N:24]4[C:42]5[CH:41]=[CH:14][CH:15]=[CH:16][C:17]=5[C:18]5[C:23]4=[CH:22][CH:21]=[CH:20][CH:19]=5)[N:11]=3)[C:5]([O:7][CH3:8])=[O:6])[C:25]3[C:17](=[CH:16][CH:15]=[CH:14][CH:13]=3)[C:18]=2[CH:19]=[CH:20][CH:21]=1, predict the reactants needed to synthesize it. The reactants are: Br[C:2]1[CH:3]=[C:4]([CH:9]=[C:10](Br)[N:11]=1)[C:5]([O:7][CH3:8])=[O:6].[CH:13]1[C:25]2[NH:24][C:23]3[C:18](=[CH:19][CH:20]=[CH:21][CH:22]=3)[C:17]=2[CH:16]=[CH:15][CH:14]=1.C1O[CH2:42][CH2:41]OCCOCCOCCOCCOC1.C(=O)([O-])[O-].[K+].[K+].